This data is from Forward reaction prediction with 1.9M reactions from USPTO patents (1976-2016). The task is: Predict the product of the given reaction. (1) Given the reactants CC(O)(C)C.CC[Mg+].[Br-].[NH2:10][C:11]([CH2:17][C:18]([O:20][CH3:21])=[O:19])=[CH:12][C:13]([O:15][CH3:16])=[O:14].[Cl:22][C:23]1[CH:28]=[CH:27][CH:26]=[C:25]([Cl:29])[C:24]=1[CH:30]=[C:31]([C:36](=O)[CH2:37][CH2:38][C:39]1[S:40][CH:41]=[CH:42][N:43]=1)[C:32]([O:34][CH3:35])=[O:33], predict the reaction product. The product is: [Cl:22][C:23]1[CH:28]=[CH:27][CH:26]=[C:25]([Cl:29])[C:24]=1[CH:30]1[C:31]([C:32]([O:34][CH3:35])=[O:33])=[C:36]([CH2:37][CH2:38][C:39]2[S:40][CH:41]=[CH:42][N:43]=2)[NH:10][C:11]([CH2:17][C:18]([O:20][CH3:21])=[O:19])=[C:12]1[C:13]([O:15][CH3:16])=[O:14]. (2) Given the reactants N1C(F)=NC(F)=NC=1F.[C:10]1([C:16]2([CH2:22][CH2:23][C:24]([OH:26])=O)[CH2:21][CH2:20][CH2:19][CH2:18][CH2:17]2)[CH:15]=[CH:14][CH:13]=[CH:12][CH:11]=1.N1C=CC=CC=1.[OH:33][CH:34]([C:46]1[CH:51]=[CH:50][C:49](/[C:52](=[N:54]/O)/[NH2:53])=[CH:48][CH:47]=1)[CH2:35][NH:36][CH2:37][CH2:38][C:39]([O:41]C(C)(C)C)=[O:40].C(N(C(C)C)CC)(C)C.[F-].C([N+](CCCC)(CCCC)CCCC)CCC.C1COCC1, predict the reaction product. The product is: [OH:33][CH:34]([C:46]1[CH:47]=[CH:48][C:49]([C:52]2[N:53]=[C:24]([CH2:23][CH2:22][C:16]3([C:10]4[CH:11]=[CH:12][CH:13]=[CH:14][CH:15]=4)[CH2:17][CH2:18][CH2:19][CH2:20][CH2:21]3)[O:26][N:54]=2)=[CH:50][CH:51]=1)[CH2:35][NH:36][CH2:37][CH2:38][C:39]([OH:41])=[O:40].